From a dataset of Forward reaction prediction with 1.9M reactions from USPTO patents (1976-2016). Predict the product of the given reaction. Given the reactants [F:1][C:2]([F:32])([F:31])[C:3]1[CH:4]=[C:5]([CH:24]=[C:25]([C:27]([F:30])([F:29])[F:28])[CH:26]=1)[CH2:6][NH:7][C:8]([C:10]1([CH3:23])[CH2:15][CH2:14][N:13](C(OC(C)(C)C)=O)[CH2:12][CH2:11]1)=[O:9].[C:33]([OH:39])([C:35]([F:38])([F:37])[F:36])=[O:34], predict the reaction product. The product is: [F:36][C:35]([F:38])([F:37])[C:33]([OH:39])=[O:34].[F:31][C:2]([F:1])([F:32])[C:3]1[CH:4]=[C:5]([CH:24]=[C:25]([C:27]([F:30])([F:29])[F:28])[CH:26]=1)[CH2:6][NH:7][C:8]([C:10]1([CH3:23])[CH2:11][CH2:12][NH:13][CH2:14][CH2:15]1)=[O:9].